Task: Predict the reactants needed to synthesize the given product.. Dataset: Full USPTO retrosynthesis dataset with 1.9M reactions from patents (1976-2016) (1) Given the product [Cl:32][C:33]1[CH:41]=[CH:40][C:36]([CH2:37][CH2:38][O:39][C:45]2[CH:44]=[C:42]([OH:43])[CH:49]=[CH:48][CH:47]=2)=[CH:35][CH:34]=1, predict the reactants needed to synthesize it. The reactants are: CCOC(/N=N/C(OCC)=O)=O.C1(P(C2C=CC=CC=2)C2C=CC=CC=2)C=CC=CC=1.[Cl:32][C:33]1[CH:41]=[CH:40][C:36]([CH2:37][CH2:38][OH:39])=[CH:35][CH:34]=1.[C:42]1([CH:49]=[CH:48][CH:47]=[C:45](O)[CH:44]=1)[OH:43]. (2) Given the product [Cl:1][C:2]1[C:3]2[N:4]([CH:9]=[CH:10][N:8]=2)[CH:5]=[CH:6][N:7]=1, predict the reactants needed to synthesize it. The reactants are: [Cl:1][C:2]1[C:3]([NH2:8])=[N:4][CH:5]=[CH:6][N:7]=1.[CH2:9](C(OCC)(OCC)CBr)[CH3:10].C(=O)([O-])[O-].[K+].[K+].